From a dataset of Full USPTO retrosynthesis dataset with 1.9M reactions from patents (1976-2016). Predict the reactants needed to synthesize the given product. (1) Given the product [C:1]([C:4]1[CH:5]=[C:6]([CH:10]=[C:11]([Br:14])[C:12]=1[OH:13])[C:7]([O:9][CH3:19])=[O:8])(=[O:3])[CH3:2], predict the reactants needed to synthesize it. The reactants are: [C:1]([C:4]1[CH:5]=[C:6]([CH:10]=[C:11]([Br:14])[C:12]=1[OH:13])[C:7]([OH:9])=[O:8])(=[O:3])[CH3:2].S(Cl)(Cl)=O.[CH3:19]O. (2) Given the product [O:58]=[S:9]1(=[O:8])[CH2:14][CH2:13][N:12]([CH2:15][CH2:16][NH:17][C@:18]23[CH2:53][CH2:52][C@@H:51]([CH:54]([NH:56][CH3:57])[CH3:55])[C@@H:19]2[C@@H:20]2[C@@:33]([CH3:36])([CH2:34][CH2:35]3)[C@@:32]3([CH3:37])[C@@H:23]([C@:24]4([CH3:50])[C@@H:29]([CH2:30][CH2:31]3)[C:28]([CH3:38])([CH3:39])[C:27]([C:40]3[CH:49]=[CH:48][C:43]([C:44]([OH:46])=[O:45])=[CH:42][CH:41]=3)=[CH:26][CH2:25]4)[CH2:22][CH2:21]2)[CH2:11][CH2:10]1.[C:2]([OH:3])([C:4]([F:7])([F:6])[F:5])=[O:1], predict the reactants needed to synthesize it. The reactants are: [OH:1][C:2]([C:4]([F:7])([F:6])[F:5])=[O:3].[O:8]=[S:9]1(=[O:58])[CH2:14][CH2:13][N:12]([CH2:15][CH2:16][NH:17][C@:18]23[CH2:53][CH2:52][C@@H:51]([CH:54]([NH:56][CH3:57])[CH3:55])[C@@H:19]2[C@@H:20]2[C@@:33]([CH3:36])([CH2:34][CH2:35]3)[C@@:32]3([CH3:37])[C@@H:23]([C@:24]4([CH3:50])[C@@H:29]([CH2:30][CH2:31]3)[C:28]([CH3:39])([CH3:38])[C:27]([C:40]3[CH:49]=[CH:48][C:43]([C:44]([O:46]C)=[O:45])=[CH:42][CH:41]=3)=[CH:26][CH2:25]4)[CH2:22][CH2:21]2)[CH2:11][CH2:10]1.O.[OH-].[Li+].O1CCCC1. (3) Given the product [Br:1][C:2]1[C:3]([CH2:8][N:15]2[C:11](=[O:21])[C:12]3[C:13](=[CH:17][CH:18]=[CH:19][CH:20]=3)[C:14]2=[O:16])=[N:4][CH:5]=[N:6][CH:7]=1, predict the reactants needed to synthesize it. The reactants are: [Br:1][C:2]1[C:3]([CH3:8])=[N:4][CH:5]=[N:6][CH:7]=1.BrBr.[C:11]1(=[O:21])[NH:15][C:14](=[O:16])[C:13]2=[CH:17][CH:18]=[CH:19][CH:20]=[C:12]12.[K].